Dataset: Experimentally validated miRNA-target interactions with 360,000+ pairs, plus equal number of negative samples. Task: Binary Classification. Given a miRNA mature sequence and a target amino acid sequence, predict their likelihood of interaction. (1) The miRNA is hsa-miR-545-5p with sequence UCAGUAAAUGUUUAUUAGAUGA. The protein sequence of the target gene is MAASVVCRAATAGAQVLLRARRSPALLRTPALRSTATFAQALQFVPETQVSLLDNGLRVASEQSSQPTCTVGVWIDVGSRFETEKNNGAGYFLEHLAFKGTKNRPGSALEKEVESMGAHLNAYSTREHTAYYIKALSKDLPKAVELLGDIVQNCSLEDSQIEKERDVILREMQENDASMRDVVFNYLHATAFQGTPLAQAVEGPSENVRKLSRADLTEYLSTHYKAPRMVLAAAGGVEHQQLLDLAQKHLGGIPWTYAEDAVPTLTPCRFTGSEIRHRDDALPFAHVAIAVEGPGWASPD.... Result: 0 (no interaction). (2) The miRNA is mmu-miR-378a-3p with sequence ACUGGACUUGGAGUCAGAAGG. The protein sequence of the target gene is MFHEEVPNSTHPQEQDCLPSQHANAYKDMPVGQENGGVSEAGECLSSTSCEYGPSTSAEACVLAATRRGPTLLHIDRHQIPAVEPSAQALELQGLGVDVYDQAVLEQGVLQQVDSAMHEASCVAQLADAEKEYQSVLDDLMSCTTSLRQINKIIEQLSPQAASNRDINRKLDSVKRQKYNKEQQLKKITAKQKRLQAILGGAGVQVELDHASLEEDDAEPGPSCLGSMLMPAQETAWEELIRTGQMTPFGTPAPQKQEKKPRKIMLNEASGFEKYLAEQAQLSFERKKQAATKRTAKKAI.... Result: 1 (interaction). (3) The miRNA is hsa-miR-6777-5p with sequence ACGGGGAGUCAGGCAGUGGUGGA. The protein sequence of the target gene is MASADELTFHEFEEATNLLADTPDAATTSRSDQLTPQGHVAVAVGSGGSYGAEDEVEEESDKAALLQEQQQQQQPGFWTFSYYQSFFDVDTSQVLDRIKGSLLPRPGHNFVRHHLRNRPDLYGPFWICATLAFVLAVTGNLTLVLAQRRDPSIHYSPQFHKVTVAGISIYCYAWLVPLALWGFLRWRKGVQERMGPYTFLETVCIYGYSLFVFIPMVVLWLIPVPWLQWLFGALALGLSAAGLVFTLWPVVREDTRLVATVLLSVVVLLHALLAMGCKLYFFQSLPPENVAPPPQITSLP.... Result: 1 (interaction). (4) The miRNA is hsa-miR-100-5p with sequence AACCCGUAGAUCCGAACUUGUG. The protein sequence of the target gene is MPFKAFDTFKEKILKPGKEGVKNAVGDSLGILQRKIDGTTEEEDNIELNEEGRPVQTSRPSPPLCDCHCCGLPKRYIIAIMSGLGFCISFGIRCNLGVAIVEMVNNSTVYVDGKPEIQTAQFNWDPETVGLIHGSFFWGYIMTQIPGGFISNKFAANRVFGAAIFLTSTLNMFIPSAARVHYGCVMCVRILQGLVEGVTYPACHGMWSKWAPPLERSRLATTSFCGSYAGAVVAMPLAGVLVQYIGWSSVFYIYGMFGIIWYMFWLLQAYECPAAHPTISNEEKTYIETSIGEGANVVSL.... Result: 1 (interaction). (5) The miRNA is hsa-miR-548f-3p with sequence AAAAACUGUAAUUACUUUU. The protein sequence of the target gene is MVVTRSARAKASIQAASAESSGQKSFAANGIQAHPESSTGSDARTTAESQTTGKQSLIPRTPKARKRKSRTTGSLPKGTEPSTDGETSEAESNYSVSEHHDTILRVTRRRQILIACSPVSSVRKKPKVTPTKESYTEEIVSEAESHVSGISRIVLPTEKTTGARRSKAKSLTDPSQESHTEAISDAETSSSDISFSGIATRRTRSMQRKLKAQTEKKDSKIVPGNEKQIVGTPVNSEDSDTRQTSHLQARSLSEINKPNFYNNDFDDDFSHRSSENILTVHEQANVESLKETKQNCKDLD.... Result: 1 (interaction). (6) The miRNA is hsa-miR-3161 with sequence CUGAUAAGAACAGAGGCCCAGAU. The protein sequence of the target gene is MIGRISQPLLNTSQKFMAPAARTLMLHEHHGMKILQNYEIKVPPFGVAQDAETAFSEAKRIGGKDYVVKAQVLAGGRGKGRFSSGLQGGVQIVFTPDEVKQKAGMMIGANLITKQTDHRGKKCEEVMVCKRLFTRREYYFSITLDRNTNGPIVIASSQGGVNIEEVAATNPDAIVKMPIDVNVGITKELAHEIAVKMGFSKDCEQQASEIIEKLYQMFKGSDATLVEINPMAEDVNGDVYCMDCKLLLDSNAEFRQAKLFDLKDKKQEDELEIRAAAANLNYIRLDGTIGCMVNGAGLAM.... Result: 0 (no interaction). (7) The miRNA is mmu-miR-504-5p with sequence AGACCCUGGUCUGCACUCUAUC. The protein sequence of the target gene is MIRDLSKMYPQTRHPAPHQPAQPFKFTISESCDRIKEEFQFLQAQYHSLKLECEKLASEKTEMQRHYVMYYEMSYGLNIEMHKQAEIVKRLNAICAQVIPFLSQEHQQQVVQAVERAKQVTMAELNAIIGQQLQAQHLSHGHGLPVPLTPHPSGLQPPAIPPIGSSAGLLALSSALGGQSHLPIKDEKKHHDNDHQRDRDSIKSSSVSPSASFRGAEKHRNSADYSSESKKQKTEEKEIAARYDSDGEKSDDNLVVDVSNEDPSSPRGSPAHSPRENGLDKTRLLKKDAPISPASIASSS.... Result: 0 (no interaction). (8) The miRNA is hsa-miR-335-5p with sequence UCAAGAGCAAUAACGAAAAAUGU. The protein sequence of the target gene is MEEAGGPMARAKARVVSATLTWRQRPPTQEEIKHGFHKVSLVSGAQMEAPQKEMFEFSRREEVEVNGFATQEEETVNCQGPRDTAGSKNFQSHGPIFSKKYIPPPKEKRPEGRLKEAVDQSDGSRQAPRTEPPCVGAMARTELLVPLPGPREPSPHPGVGLTSGSSRSLEEYRVTRTVRTTTVVGGHVDRRMSSSVTVRPVSSGEALPRGRQVSRMVPPVVVGSPPGSPSRSQAVKVLSNLVPAGHSPPASHLPRPTAGGPRSTGLGSTVGAALRQLPETGTAELKDSSALASTGIPASA.... Result: 1 (interaction). (9) The miRNA is hsa-miR-3180-5p with sequence CUUCCAGACGCUCCGCCCCACGUCG. The protein sequence of the target gene is MKASGTLREYKVVGRCLPTPKCHTPPLYRMRIFAPNHVVAKSRFWYFVSQLKKMKKSSGEIVYCGQVFEKSPLRVKNFGIWLRYDSRSGTHNMYREYRDLTTAGAVTQCYRDMGARHRARAHSIQIMKVEEIAASKCRRPAVKQFHDSKIKFPLPHRVLRRQHKPRFTTKRPNTFF. Result: 1 (interaction). (10) The miRNA is mmu-miR-3098-3p with sequence UUCUGCUGCCUGCCUUUAGGA. The protein sequence of the target gene is MSQDTKVKTTESSPPAPSKARKLLPVLDPSGDYYYWWLNTMVFPVMYNLIILVCRACFPDLQHGYLVAWLVLDYTSDLLYLLDMVVRFHTGFLEQGILVVDKGRISSRYVRTWSFFLDLASLMPTDVVYVRLGPHTPTLRLNRFLRAPRLFEAFDRTETRTAYPNAFRIAKLMLYIFVVIHWNSCLYFALSRYLGFGRDAWVYPDPAQPGFERLRRQYLYSFYFSTLILTTVGDTPPPAREEEYLFMVGDFLLAVMGFATIMGSMSSVIYNMNTADAAFYPDHALVKKYMKLQHVNRKLE.... Result: 0 (no interaction).